This data is from Peptide-MHC class II binding affinity with 134,281 pairs from IEDB. The task is: Regression. Given a peptide amino acid sequence and an MHC pseudo amino acid sequence, predict their binding affinity value. This is MHC class II binding data. The peptide sequence is LGMLLMTGGVTLVRK. The MHC is DRB1_0801 with pseudo-sequence DRB1_0801. The binding affinity (normalized) is 0.389.